This data is from Reaction yield outcomes from USPTO patents with 853,638 reactions. The task is: Predict the reaction yield, written as a fraction of the theoretical maximum amount of product (1.0 means a 100% yield; for example, 0.34 means a 34% yield). (1) The yield is 0.950. The catalyst is CCO. The product is [NH2:15][CH:13]([CH3:14])[C:12]([N:11]1[N:10]=[C:9]([C:24]2[CH:29]=[C:28]([F:30])[CH:27]=[CH:26][C:25]=2[F:31])[S:8][C:7]1([CH2:6][CH2:5][CH2:4][N:1]=[N+:2]=[N-:3])[C:32]1[CH:37]=[CH:36][CH:35]=[CH:34][CH:33]=1)=[O:23]. The reactants are [N:1]([CH2:4][CH2:5][CH2:6][C:7]1([C:32]2[CH:37]=[CH:36][CH:35]=[CH:34][CH:33]=2)[N:11]([C:12](=[O:23])[CH:13]([NH:15]C(=O)OC(C)(C)C)[CH3:14])[N:10]=[C:9]([C:24]2[CH:29]=[C:28]([F:30])[CH:27]=[CH:26][C:25]=2[F:31])[S:8]1)=[N+:2]=[N-:3].Cl. (2) The reactants are [C:1](Cl)(=[O:8])[C:2]1[CH:7]=[CH:6][CH:5]=[CH:4][CH:3]=1.[CH3:10][O:11][C:12](=[O:20])[C@H:13]([CH2:15][C:16]([O:18][CH3:19])=[O:17])[NH2:14].C(N(CC)CC)C. The catalyst is C(Cl)Cl.O. The product is [CH3:10][O:11][C:12](=[O:20])[CH:13]([NH:14][C:1](=[O:8])[C:2]1[CH:7]=[CH:6][CH:5]=[CH:4][CH:3]=1)[CH2:15][C:16]([O:18][CH3:19])=[O:17]. The yield is 0.790. (3) The reactants are [CH3:1][O:2][C:3]1[N:8]=[C:7]([N:9]2[CH:13]=[C:12]([CH3:14])[N:11]=[CH:10]2)[C:6]([NH:15][C:16](=O)[CH3:17])=[CH:5][CH:4]=1.O=P12OP3(OP(OP(O3)(O1)=O)(=O)O2)=O. The catalyst is O=P(Cl)(Cl)Cl.CO.ClCCl. The product is [CH3:1][O:2][C:3]1[CH:4]=[CH:5][C:6]2[N:15]=[C:16]([CH3:17])[C:13]3[N:9]([CH:10]=[N:11][C:12]=3[CH3:14])[C:7]=2[N:8]=1. The yield is 0.550. (4) The reactants are Br[C:2]1[CH:7]=[C:6]([F:8])[C:5]([N+:9]([O-:11])=[O:10])=[CH:4][C:3]=1[CH2:12][C:13]([O:15][CH2:16][CH3:17])=[O:14].[CH3:18][Si:19]([C:22]#[CH:23])([CH3:21])[CH3:20]. The catalyst is CCN(CC)CC.Cl[Pd](Cl)([P](C1C=CC=CC=1)(C1C=CC=CC=1)C1C=CC=CC=1)[P](C1C=CC=CC=1)(C1C=CC=CC=1)C1C=CC=CC=1.[Cu]I. The product is [F:8][C:6]1[C:5]([N+:9]([O-:11])=[O:10])=[CH:4][C:3]([CH2:12][C:13]([O:15][CH2:16][CH3:17])=[O:14])=[C:2]([C:23]#[C:22][Si:19]([CH3:21])([CH3:20])[CH3:18])[CH:7]=1. The yield is 0.620. (5) The reactants are F.F.F.C(N(CC)CC)C.C(N(CC)CC)C.[Si]([O:35][CH2:36][C@H:37]1[O:41][C@@H:40]([N:42]2[CH:49]=[C:48]([CH3:50])[C:46](=[O:47])[NH:45][C:43]2=[O:44])[C@H:39]([O:51][CH2:52][CH2:53][O:54][N:55]([CH3:57])[CH3:56])[C@@H:38]1[OH:58])(C(C)(C)C)(C1C=CC=CC=1)C1C=CC=CC=1.CO. The catalyst is C1COCC1.C(Cl)Cl. The product is [CH3:56][N:55]([CH3:57])[O:54][CH2:53][CH2:52][O:51][C@@H:39]1[C@H:38]([OH:58])[C@@H:37]([CH2:36][OH:35])[O:41][C@H:40]1[N:42]1[CH:49]=[C:48]([CH3:50])[C:46](=[O:47])[NH:45][C:43]1=[O:44]. The yield is 0.925. (6) The reactants are [F:1][C:2]1[CH:10]=[C:9]2[C:5]([C:6]([C:12]3[N:13]=[C:14]4[C:20]([C:21](O)=[O:22])=[CH:19][N:18]([CH2:24][O:25][CH2:26][CH2:27][Si:28]([CH3:31])([CH3:30])[CH3:29])[C:15]4=[N:16][CH:17]=3)=[N:7][N:8]2[CH3:11])=[CH:4][CH:3]=1.Cl.Cl.[O:34]1[CH:38]=[C:37]([CH:39]([NH2:41])[CH3:40])[N:36]=[CH:35]1.C(N(CC)C(C)C)(C)C.CN(C(ON1N=NC2C=CC=NC1=2)=[N+](C)C)C.F[P-](F)(F)(F)(F)F. The catalyst is O.CN(C=O)C. The product is [O:34]1[CH:38]=[C:37]([CH:39]([NH:41][C:21]([C:20]2[C:14]3[C:15](=[N:16][CH:17]=[C:12]([C:6]4[C:5]5[C:9](=[CH:10][C:2]([F:1])=[CH:3][CH:4]=5)[N:8]([CH3:11])[N:7]=4)[N:13]=3)[N:18]([CH2:24][O:25][CH2:26][CH2:27][Si:28]([CH3:30])([CH3:31])[CH3:29])[CH:19]=2)=[O:22])[CH3:40])[N:36]=[CH:35]1. The yield is 0.930. (7) The reactants are [Br:1][C:2]1[CH:3]=[C:4]([NH2:9])[C:5]([Cl:8])=[N:6][CH:7]=1.[Li][CH2:11]CCC.CCCCCC.CI.C([O-])(O)=O.[Na+]. The catalyst is C1COCC1. The product is [Br:1][C:2]1[CH:3]=[C:4]([NH:9][CH3:11])[C:5]([Cl:8])=[N:6][CH:7]=1. The yield is 0.170.